Dataset: Forward reaction prediction with 1.9M reactions from USPTO patents (1976-2016). Task: Predict the product of the given reaction. (1) Given the reactants [Cl:1][C:2]([Cl:15])=[C:3]([C:8]1[CH:13]=[CH:12][C:11]([Cl:14])=[CH:10][CH:9]=1)[C:4]([O:6]C)=[O:5].[OH-].[K+], predict the reaction product. The product is: [Cl:15][C:2]([Cl:1])=[C:3]([C:8]1[CH:13]=[CH:12][C:11]([Cl:14])=[CH:10][CH:9]=1)[C:4]([OH:6])=[O:5]. (2) Given the reactants CC1C=CC(S(O[CH2:12][CH:13]2[O:18][C:17]3[CH:19]=[C:20]([S:23]([CH3:26])(=[O:25])=[O:24])[CH:21]=[CH:22][C:16]=3[O:15][CH2:14]2)(=O)=O)=CC=1.[NH:27]1[CH2:32][CH2:31][CH2:30][CH2:29][CH2:28]1, predict the reaction product. The product is: [CH3:26][S:23]([C:20]1[CH:21]=[CH:22][C:16]2[O:15][CH2:14][CH:13]([CH2:12][N:27]3[CH2:32][CH2:31][CH2:30][CH2:29][CH2:28]3)[O:18][C:17]=2[CH:19]=1)(=[O:24])=[O:25]. (3) Given the reactants [OH:1][N:2]=[C:3]([NH2:10])[C:4]1[CH:9]=[CH:8][CH:7]=[N:6][CH:5]=1.[Br:11][C:12]1[CH:13]=[C:14]([CH:18]=[CH:19][CH:20]=1)[C:15](Cl)=O.N, predict the reaction product. The product is: [Br:11][C:12]1[CH:13]=[C:14]([C:15]2[O:1][N:2]=[C:3]([C:4]3[CH:5]=[N:6][CH:7]=[CH:8][CH:9]=3)[N:10]=2)[CH:18]=[CH:19][CH:20]=1. (4) Given the reactants Cl[S:2]([C:5]1[CH:6]=[C:7]([CH:11]=[CH:12][CH:13]=1)[C:8]([OH:10])=[O:9])(=[O:4])=[O:3].[NH2:14][C:15]1[CH:16]=[C:17]([OH:25])[C:18](=[CH:23][CH:24]=1)[C:19]([O:21][CH3:22])=[O:20], predict the reaction product. The product is: [OH:25][C:17]1[CH:16]=[C:15]([NH:14][S:2]([C:5]2[CH:6]=[C:7]([CH:11]=[CH:12][CH:13]=2)[C:8]([OH:10])=[O:9])(=[O:4])=[O:3])[CH:24]=[CH:23][C:18]=1[C:19]([O:21][CH3:22])=[O:20]. (5) Given the reactants [N+:1]([C:4]1[CH:5]=[C:6]([CH:21]=[CH:22][CH:23]=1)[CH:7]=[C:8]1[CH2:13][CH2:12][N:11](C(OC(C)(C)C)=O)[CH2:10][CH2:9]1)([O-:3])=[O:2].CO.[ClH:26], predict the reaction product. The product is: [ClH:26].[N+:1]([C:4]1[CH:5]=[C:6]([CH:21]=[CH:22][CH:23]=1)[CH:7]=[C:8]1[CH2:13][CH2:12][NH:11][CH2:10][CH2:9]1)([O-:3])=[O:2].